From a dataset of Antibody paratope prediction from SAbDab with 1,023 antibody chains. Token-level Classification. Given an antibody amino acid sequence, predict which amino acid positions are active in antigen binding. Output is a list of indices for active paratope positions. (1) Given the antibody sequence: EVQLQESGAELMKPGASVKLSCKTSGYTFIGYWIEWLKQRPGHGLEWVGEIFPGSGRTKYNEKFKGRATFTADTSSNMAYMQLSSLTTEDSAIYYCARYYYGSYYALDYWGQGTSVTVSS, which amino acid positions are active in antigen binding (paratope)? The paratope positions are: [52, 83, 84, 85, 104, 105, 106]. (2) Given the antibody sequence: QATLKESGPGILQSSQTLSLTCSFSGFSLSTSGMGVSWIRQPSGKGLEWLAHIYWDDDKRYNPSLKSRLTISKDTSRKQVFLKITSVDPADTATYYCVRRPITPVLVDAMDYWGQGTSVTVSS, which amino acid positions are active in antigen binding (paratope)? The paratope positions are: [31, 32, 54, 84, 85, 86, 105, 106, 107, 108, 109]. (3) Given the antibody sequence: QVQLVESGGGVVQPGRSLRLSCAASGFTFSTYAMHWVRQAPGKGLEWVAVISYDANYKYYADSVKGRFTISRDNSKNTLYLQMNSLRAEDTAVYYCAKDSQLRSLLYFEWLSQGYFDYWGQGTLVTVSS, which amino acid positions are active in antigen binding (paratope)? The paratope positions are: [52, 83, 84, 85, 104, 105, 106, 107, 108, 109, 110, 111, 112, 113, 114, 115]. (4) Given the antibody sequence: QVTLSQSGPGLVKPSQSLSLTCTVTSYSITSDYAWNWIRQFAGQSLEWMGYISYSGSTSYNPSLKSRISITRDTSKNQFFLQLNSVTTDDTATYYCARGGTGFPYWGTGTNVTVSA, which amino acid positions are active in antigen binding (paratope)? The paratope positions are: [31, 53, 83, 84, 85].